From a dataset of Orexin1 receptor HTS with 218,158 compounds and 233 confirmed actives. Binary Classification. Given a drug SMILES string, predict its activity (active/inactive) in a high-throughput screening assay against a specified biological target. (1) The molecule is Fc1c(C(=O)NNC(=O)CCNC(=O)c2ccc([N+]([O-])=O)cc2)cccc1. The result is 0 (inactive). (2) The compound is O(c1cc2nc(N3CCN(CC3)Cc3n(nnn3)CCC(C)C)c(cc2cc1)C#N)C. The result is 0 (inactive).